This data is from Retrosynthesis with 50K atom-mapped reactions and 10 reaction types from USPTO. The task is: Predict the reactants needed to synthesize the given product. (1) Given the product Cc1ccc(C(=O)NCCO)cc1-n1c(C)cc(OCc2ccc(F)cc2F)c(Br)c1=O, predict the reactants needed to synthesize it. The reactants are: Cc1ccc(C(=O)O)cc1-n1c(C)cc(OCc2ccc(F)cc2F)c(Br)c1=O.NCCO. (2) The reactants are: CC(C)(C)OC(=O)NCCCO[P+]([O-])=C(O)C[N+](C)(C)C. Given the product C[N+](C)(C)CC(O)=[P+]([O-])OCCCN, predict the reactants needed to synthesize it. (3) The reactants are: C[Si](C)(C)CCOCNC(=O)c1n[nH]c(-c2cccc(-c3ccccc3O)c2)n1.Fc1ccc(CBr)cc1. Given the product C[Si](C)(C)CCOCNC(=O)c1n[nH]c(-c2cccc(-c3ccccc3OCc3ccc(F)cc3)c2)n1, predict the reactants needed to synthesize it.